From a dataset of NCI-60 drug combinations with 297,098 pairs across 59 cell lines. Regression. Given two drug SMILES strings and cell line genomic features, predict the synergy score measuring deviation from expected non-interaction effect. (1) Drug 1: CCC1(CC2CC(C3=C(CCN(C2)C1)C4=CC=CC=C4N3)(C5=C(C=C6C(=C5)C78CCN9C7C(C=CC9)(C(C(C8N6C)(C(=O)OC)O)OC(=O)C)CC)OC)C(=O)OC)O. Drug 2: CCC1=C2N=C(C=C(N2N=C1)NCC3=C[N+](=CC=C3)[O-])N4CCCCC4CCO. Cell line: HT29. Synergy scores: CSS=53.2, Synergy_ZIP=-3.08, Synergy_Bliss=-5.74, Synergy_Loewe=-7.82, Synergy_HSA=-4.46. (2) Drug 1: C1CCC(C1)C(CC#N)N2C=C(C=N2)C3=C4C=CNC4=NC=N3. Drug 2: CC(C)NC(=O)C1=CC=C(C=C1)CNNC.Cl. Cell line: SF-268. Synergy scores: CSS=18.7, Synergy_ZIP=9.10, Synergy_Bliss=8.82, Synergy_Loewe=3.22, Synergy_HSA=2.84.